This data is from Forward reaction prediction with 1.9M reactions from USPTO patents (1976-2016). The task is: Predict the product of the given reaction. (1) Given the reactants [O-:1][S:2]([C:5]([F:8])([F:7])[F:6])(=[O:4])=[O:3].[CH3:9][N:10]([CH3:24])[C:11]1[CH:12]=[C:13]2[C:18](=[CH:19][CH:20]=1)[N+:17]([CH2:21][CH3:22])=[C:16]([CH3:23])[CH:15]=[CH:14]2.[CH3:25][C:26]1[N:27]([C:34]2[CH:39]=[CH:38][CH:37]=[CH:36][CH:35]=2)[C:28]([CH3:33])=[CH:29][C:30]=1[CH:31]=O, predict the reaction product. The product is: [O-:4][S:2]([C:5]([F:8])([F:7])[F:6])(=[O:3])=[O:1].[CH3:9][N:10]([CH3:24])[C:11]1[CH:12]=[C:13]2[C:18](=[CH:19][CH:20]=1)[N+:17]([CH2:21][CH3:22])=[C:16](/[CH:23]=[CH:31]/[C:30]1[CH:29]=[C:28]([CH3:33])[N:27]([C:34]3[CH:39]=[CH:38][CH:37]=[CH:36][CH:35]=3)[C:26]=1[CH3:25])[CH:15]=[CH:14]2. (2) Given the reactants [C:1]([C:5]1[CH:6]=[C:7]([C:16](=[O:22])[CH2:17][C:18]([NH:20][CH3:21])=[O:19])[CH:8]=[C:9]([C:12]([CH3:15])([CH3:14])[CH3:13])[C:10]=1[OH:11])([CH3:4])([CH3:3])[CH3:2].C1(C)C=CC=CC=1.CO[CH:32](OC)[N:33]([CH3:35])[CH3:34], predict the reaction product. The product is: [C:1]([C:5]1[CH:6]=[C:7]([CH:8]=[C:9]([C:12]([CH3:14])([CH3:15])[CH3:13])[C:10]=1[OH:11])[C:16]([C:17](=[CH:32][N:33]([CH3:35])[CH3:34])[C:18]([NH:20][CH3:21])=[O:19])=[O:22])([CH3:2])([CH3:3])[CH3:4]. (3) Given the reactants [OH:1][C:2]1[CH:3]=[C:4]([CH2:8][C:9]([OH:11])=[O:10])[CH:5]=[CH:6][CH:7]=1.Cl, predict the reaction product. The product is: [CH2:3]([O:1][C:2]1[CH:3]=[C:4]([CH2:8][C:9]([OH:11])=[O:10])[CH:5]=[CH:6][CH:7]=1)[CH2:2][CH2:7][CH3:6]. (4) Given the reactants Cl[C:2]1[CH:3]=[CH:4][C:5]2[C:11](=[O:12])[C:10]3[CH:13]=[CH:14][C:15]([O:17][CH2:18][CH2:19][CH2:20][O:21]C(=O)C)=[CH:16][C:9]=3[CH2:8][CH2:7][C:6]=2[CH:25]=1.[F:26][C:27]1[CH:33]=[C:32]([F:34])[CH:31]=[CH:30][C:28]=1[NH2:29].P, predict the reaction product. The product is: [F:26][C:27]1[CH:33]=[C:32]([F:34])[CH:31]=[CH:30][C:28]=1[NH:29][C:2]1[CH:3]=[CH:4][C:5]2[C:11](=[O:12])[C:10]3[CH:13]=[CH:14][C:15]([O:17][CH2:18][CH2:19][CH2:20][OH:21])=[CH:16][C:9]=3[CH2:8][CH2:7][C:6]=2[CH:25]=1. (5) Given the reactants [Cl:1][C:2]1[CH:7]=[C:6]([Cl:8])[CH:5]=[CH:4][C:3]=1[C:9]1[N:10]=[C:11](/[CH:16]=[CH:17]/[C:18]2[CH:23]=[CH:22][C:21]([C:24]3[CH:29]=[CH:28][C:27]([O:30][C:31]4[CH:36]=[CH:35][C:34]([NH2:37])=[CH:33][CH:32]=4)=[CH:26][CH:25]=3)=[CH:20][CH:19]=2)[N:12]([CH2:14][CH3:15])[CH:13]=1.[C:38](Cl)(=[O:40])[CH3:39], predict the reaction product. The product is: [Cl:1][C:2]1[CH:7]=[C:6]([Cl:8])[CH:5]=[CH:4][C:3]=1[C:9]1[N:10]=[C:11](/[CH:16]=[CH:17]/[C:18]2[CH:23]=[CH:22][C:21]([C:24]3[CH:29]=[CH:28][C:27]([O:30][C:31]4[CH:32]=[CH:33][C:34]([NH:37][C:38](=[O:40])[CH3:39])=[CH:35][CH:36]=4)=[CH:26][CH:25]=3)=[CH:20][CH:19]=2)[N:12]([CH2:14][CH3:15])[CH:13]=1.